The task is: Predict the reactants needed to synthesize the given product.. This data is from Full USPTO retrosynthesis dataset with 1.9M reactions from patents (1976-2016). (1) Given the product [C:1]([O:5][C:6]([N:8]([CH3:48])[C@H:9]([C:13]([NH:15][C@H:16]([C:20]([N:22]([C@@H:24]([C@@H:44]([CH3:47])[CH2:45][CH3:46])[C@H:25]([O:42][CH3:43])[CH2:26][C:27]([N:29]1[CH2:33][CH2:32][CH2:31][C@H:30]1[C@H:34]([O:40][CH3:41])[C@@H:35]([CH3:36])[C:37]([NH:65][C@H:56](/[CH:57]=[CH:58]/[C:59]1[CH:64]=[CH:63][CH:62]=[CH:61][CH:60]=1)[CH2:55][C:49]1[CH:54]=[CH:53][CH:52]=[CH:51][CH:50]=1)=[O:38])=[O:28])[CH3:23])=[O:21])[CH:17]([CH3:18])[CH3:19])=[O:14])[CH:10]([CH3:12])[CH3:11])=[O:7])([CH3:2])([CH3:3])[CH3:4], predict the reactants needed to synthesize it. The reactants are: [C:1]([O:5][C:6]([N:8]([CH3:48])[C@H:9]([C:13]([NH:15][C@H:16]([C:20]([N:22]([C@@H:24]([C@@H:44]([CH3:47])[CH2:45][CH3:46])[C@H:25]([O:42][CH3:43])[CH2:26][C:27]([N:29]1[CH2:33][CH2:32][CH2:31][C@H:30]1[C@H:34]([O:40][CH3:41])[C@H:35]([C:37](O)=[O:38])[CH3:36])=[O:28])[CH3:23])=[O:21])[CH:17]([CH3:19])[CH3:18])=[O:14])[CH:10]([CH3:12])[CH3:11])=[O:7])([CH3:4])([CH3:3])[CH3:2].[C:49]1([CH2:55][C@H:56]([NH2:65])/[CH:57]=[CH:58]/[C:59]2[CH:64]=[CH:63][CH:62]=[CH:61][CH:60]=2)[CH:54]=[CH:53][CH:52]=[CH:51][CH:50]=1. (2) Given the product [N+:1]([O-:4])([OH:3])=[O:2].[N+:14]([O-:17])([OH:16])=[O:15].[O:5]=[C:6]([CH2:8][N:9]([C:11](=[NH:12])[NH2:13])[CH3:10])[OH:7].[N+:1]([O-:4])([OH:3])=[O:2].[N+:1]([O-:4])([OH:3])=[O:2].[N+:1]([O-:4])([OH:3])=[O:2].[O:18]=[C:19]([CH2:21][N:22]([C:24](=[NH:25])[NH2:26])[CH3:23])[OH:20], predict the reactants needed to synthesize it. The reactants are: [N+:1]([O-:4])([OH:3])=[O:2].[O:5]=[C:6]([CH2:8][N:9]([C:11](=[NH:13])[NH2:12])[CH3:10])[OH:7].[N+:14]([O-:17])([OH:16])=[O:15].[O:18]=[C:19]([CH2:21][N:22]([C:24](=[NH:26])[NH2:25])[CH3:23])[OH:20]. (3) The reactants are: [NH2:1][C@@H:2]([C:6]([OH:8])=[O:7])[C@H:3]([CH3:5])[OH:4].C[Si](C#N)(C)C.[CH3:15][O:16][C:17]1[CH:22]=[C:21]([CH3:23])[C:20]([S:24](Cl)(=[O:26])=[O:25])=[C:19]([CH3:28])[C:18]=1[CH3:29].CO. Given the product [CH3:15][O:16][C:17]1[CH:22]=[C:21]([CH3:23])[C:20]([S:24]([NH:1][C@H:2]([C@@H:3]([OH:4])[CH3:5])[C:6]([OH:8])=[O:7])(=[O:25])=[O:26])=[C:19]([CH3:28])[C:18]=1[CH3:29], predict the reactants needed to synthesize it. (4) The reactants are: [CH3:1][N:2]1[C:6]([NH2:7])=[CH:5][C:4]([CH3:8])=[N:3]1.[C:9](Cl)(=[O:14])[C:10]([CH3:13])([CH3:12])[CH3:11]. Given the product [CH3:1][N:2]1[C:6]([NH:7][C:9](=[O:14])[C:10]([CH3:13])([CH3:12])[CH3:11])=[CH:5][C:4]([CH3:8])=[N:3]1, predict the reactants needed to synthesize it.